This data is from Peptide-MHC class II binding affinity with 134,281 pairs from IEDB. The task is: Regression. Given a peptide amino acid sequence and an MHC pseudo amino acid sequence, predict their binding affinity value. This is MHC class II binding data. The peptide sequence is EKKYFAATQFEWLAA. The MHC is HLA-DPA10201-DPB10501 with pseudo-sequence HLA-DPA10201-DPB10501. The binding affinity (normalized) is 0.868.